This data is from Peptide-MHC class I binding affinity with 185,985 pairs from IEDB/IMGT. The task is: Regression. Given a peptide amino acid sequence and an MHC pseudo amino acid sequence, predict their binding affinity value. This is MHC class I binding data. (1) The peptide sequence is KDCVMYASAL. The MHC is HLA-B45:01 with pseudo-sequence HLA-B45:01. The binding affinity (normalized) is 0. (2) The peptide sequence is EIEIEKNKK. The MHC is HLA-A26:03 with pseudo-sequence HLA-A26:03. The binding affinity (normalized) is 0.0847. (3) The peptide sequence is AFHQLVQVI. The MHC is HLA-A02:16 with pseudo-sequence HLA-A02:16. The binding affinity (normalized) is 0.0847. (4) The peptide sequence is EWAENCYNL. The MHC is HLA-B39:01 with pseudo-sequence HLA-B39:01. The binding affinity (normalized) is 0.0847. (5) The peptide sequence is YNIDKIKDV. The MHC is HLA-A02:01 with pseudo-sequence HLA-A02:01. The binding affinity (normalized) is 0.157. (6) The peptide sequence is LTFLHTLYK. The MHC is HLA-A11:01 with pseudo-sequence HLA-A11:01. The binding affinity (normalized) is 0.571. (7) The peptide sequence is ESKLNREKI. The MHC is Mamu-A02 with pseudo-sequence Mamu-A02. The binding affinity (normalized) is 0. (8) The peptide sequence is QYVRSGKDHV. The MHC is HLA-A29:02 with pseudo-sequence HLA-A29:02. The binding affinity (normalized) is 0. (9) The peptide sequence is YECLYRNRDV. The MHC is HLA-B40:01 with pseudo-sequence HLA-B40:01. The binding affinity (normalized) is 0.280. (10) The peptide sequence is LMRRFRFTV. The MHC is HLA-A80:01 with pseudo-sequence HLA-A80:01. The binding affinity (normalized) is 0.0847.